From a dataset of Full USPTO retrosynthesis dataset with 1.9M reactions from patents (1976-2016). Predict the reactants needed to synthesize the given product. (1) Given the product [CH3:19][C:20]1[CH:25]=[CH:24][N:23]=[CH:22][C:21]=1[C:2]1[CH:7]=[N:6][CH:5]=[C:4]([NH:8][CH:9]([C:13]2[CH:18]=[CH:17][CH:16]=[CH:15][CH:14]=2)[C:10]([NH2:12])=[O:11])[CH:3]=1, predict the reactants needed to synthesize it. The reactants are: Br[C:2]1[CH:3]=[C:4]([NH:8][CH:9]([C:13]2[CH:18]=[CH:17][CH:16]=[CH:15][CH:14]=2)[C:10]([NH2:12])=[O:11])[CH:5]=[N:6][CH:7]=1.[CH3:19][C:20]1[CH:25]=[CH:24][N:23]=[CH:22][C:21]=1B(O)O.C(=O)([O-])[O-].[K+].[K+]. (2) Given the product [ClH:32].[NH2:8][C@@H:9]1[CH2:17][C:16]2[C:11](=[CH:12][CH:13]=[CH:14][CH:15]=2)[C@H:10]1[C:18]([CH2:27][CH2:28][O:29][CH2:30][CH3:31])([C:23]([O:25][CH3:26])=[O:24])[C:19]([O:21][CH3:22])=[O:20], predict the reactants needed to synthesize it. The reactants are: C(OC([NH:8][C@@H:9]1[CH2:17][C:16]2[C:11](=[CH:12][CH:13]=[CH:14][CH:15]=2)[C@H:10]1[C:18]([CH2:27][CH2:28][O:29][CH2:30][CH3:31])([C:23]([O:25][CH3:26])=[O:24])[C:19]([O:21][CH3:22])=[O:20])=O)(C)(C)C.[ClH:32]. (3) Given the product [Cl:11][C:3]1[C:4]2[NH:8][CH:7]=[N:6][C:5]=2[CH:9]=[CH:10][C:2]=1[NH2:1], predict the reactants needed to synthesize it. The reactants are: [NH2:1][C:2]1[CH:10]=[CH:9][C:5]2[N:6]=[CH:7][NH:8][C:4]=2[CH:3]=1.[Cl:11]Cl.N. (4) Given the product [CH2:16]([O:18][C:19](=[O:31])[CH2:20][C:21]1([NH:30][C:8](=[O:10])[C:7]2[CH:11]=[CH:12][CH:13]=[C:14]([CH3:15])[C:6]=2[O:5][CH:1]2[CH2:2][CH2:3][CH2:4]2)[CH2:29][C:28]2[C:23](=[CH:24][CH:25]=[CH:26][CH:27]=2)[CH2:22]1)[CH3:17], predict the reactants needed to synthesize it. The reactants are: [CH:1]1([O:5][C:6]2[C:14]([CH3:15])=[CH:13][CH:12]=[CH:11][C:7]=2[C:8]([OH:10])=O)[CH2:4][CH2:3][CH2:2]1.[CH2:16]([O:18][C:19](=[O:31])[CH2:20][C:21]1([NH2:30])[CH2:29][C:28]2[C:23](=[CH:24][CH:25]=[CH:26][CH:27]=2)[CH2:22]1)[CH3:17].CN(C(ON1N=NC2C=CC=NC1=2)=[N+](C)C)C.F[P-](F)(F)(F)(F)F.C(N(C(C)C)CC)(C)C. (5) Given the product [NH2:34][CH2:33][CH2:32][NH:35][C:4](=[O:9])[C@@H:5]([NH:6][C:18](=[O:19])[O:20][C:21]([CH3:22])([CH3:23])[CH3:24])[CH2:7][OH:8], predict the reactants needed to synthesize it. The reactants are: Cl.CO[C:4](=[O:9])[C@H:5]([CH2:7][OH:8])[NH2:6].[C:18](O[C:18]([O:20][C:21]([CH3:24])([CH3:23])[CH3:22])=[O:19])([O:20][C:21]([CH3:24])([CH3:23])[CH3:22])=[O:19].C(N(CC)CC)C.[CH2:32]([NH2:35])[CH2:33][NH2:34]. (6) Given the product [NH2:32][C:27]1[CH:26]=[C:25]([C:6]2[CH:5]=[C:4]([N:17]3[CH2:18][CH2:19][O:20][CH2:21][CH2:22]3)[C:3](=[O:23])[N:2]([CH3:1])[CH:7]=2)[C:30]([Cl:31])=[N:29][CH:28]=1, predict the reactants needed to synthesize it. The reactants are: [CH3:1][N:2]1[CH:7]=[C:6](B2OC(C)(C)C(C)(C)O2)[CH:5]=[C:4]([N:17]2[CH2:22][CH2:21][O:20][CH2:19][CH2:18]2)[C:3]1=[O:23].Br[C:25]1[CH:26]=[C:27]([NH2:32])[CH:28]=[N:29][C:30]=1[Cl:31].C(=O)([O-])[O-].[Na+].[Na+].